Predict the reaction yield, written as a fraction of the theoretical maximum amount of product (1.0 means a 100% yield; for example, 0.34 means a 34% yield). From a dataset of Reaction yield outcomes from USPTO patents with 853,638 reactions. (1) The reactants are [CH:1]([P:3](=[O:17])([CH:15]=[CH2:16])[C:4]1[CH:9]=[CH:8][C:7]([N+:10]([O-:12])=[O:11])=[C:6]([O:13][CH3:14])[CH:5]=1)=[CH2:2].Cl.[CH2:19]([NH2:21])[CH3:20].[OH-].[Na+].C(N)C1C=CC=CC=1. The catalyst is C1COCC1. The product is [CH2:19]([N:21]1[CH2:16][CH2:15][P:3](=[O:17])([C:4]2[CH:9]=[CH:8][C:7]([N+:10]([O-:12])=[O:11])=[C:6]([O:13][CH3:14])[CH:5]=2)[CH2:1][CH2:2]1)[CH3:20]. The yield is 0.460. (2) The reactants are [Li+].[OH-].C([O:5][C:6]([C:8]12[CH2:25][CH:24]1[CH:23]=[CH:22][CH2:21][CH2:20][CH2:19][CH2:18][N:17]([CH3:26])[C:16](=[O:27])[CH:15]1[CH:11]([CH2:12][CH:13]([O:28][C:29]3[C:38]4[C:33](=[C:34]([CH3:41])[C:35]([O:39][CH3:40])=[CH:36][CH:37]=4)[N:32]=[C:31]([C:42]4[CH:47]=[CH:46][CH:45]=[C:44]([CH3:48])[N:43]=4)[CH:30]=3)[CH2:14]1)[C:10](=[O:49])[NH:9]2)=[O:7])C.CO.C(O)(=O)C. The catalyst is C1COCC1.O. The product is [CH3:48][C:44]1[N:43]=[C:42]([C:31]2[CH:30]=[C:29]([O:28][CH:13]3[CH2:12][CH:11]4[CH:15]([C:16](=[O:27])[N:17]([CH3:26])[CH2:18][CH2:19][CH2:20][CH2:21][CH:22]=[CH:23][CH:24]5[C:8]([C:6]([OH:7])=[O:5])([NH:9][C:10]4=[O:49])[CH2:25]5)[CH2:14]3)[C:38]3[C:33](=[C:34]([CH3:41])[C:35]([O:39][CH3:40])=[CH:36][CH:37]=3)[N:32]=2)[CH:47]=[CH:46][CH:45]=1. The yield is 0.650. (3) The reactants are Br[C:2]1[CH:7]=[CH:6][C:5]([S:8]([C:11]2[CH:18]=[CH:17][CH:16]=[CH:15][C:12]=2[C:13]#[N:14])(=[O:10])=[O:9])=[CH:4][CH:3]=1.C(C1C=CC=CC=1S)#N.[F:28][C:29]1[CH:34]=[C:33]([F:35])[CH:32]=[CH:31][C:30]=1[C:36](=[O:38])[CH3:37].P([O-])([O-])([O-])=O.[K+].[K+].[K+].[Cl-].[NH4+]. The catalyst is O1CCCC1.C1C=CC(/C=C/C(/C=C/C2C=CC=CC=2)=O)=CC=1.C1C=CC(/C=C/C(/C=C/C2C=CC=CC=2)=O)=CC=1.C1C=CC(/C=C/C(/C=C/C2C=CC=CC=2)=O)=CC=1.[Pd].[Pd].C1(P(C2C=CC=CC=2)C2C3OC4C(=CC=CC=4P(C4C=CC=CC=4)C4C=CC=CC=4)C(C)(C)C=3C=CC=2)C=CC=CC=1. The product is [F:28][C:29]1[CH:34]=[C:33]([F:35])[CH:32]=[CH:31][C:30]=1[C:36](=[O:38])[CH2:37][C:2]1[CH:7]=[CH:6][C:5]([S:8]([C:11]2[CH:18]=[CH:17][CH:16]=[CH:15][C:12]=2[C:13]#[N:14])(=[O:10])=[O:9])=[CH:4][CH:3]=1. The yield is 0.560. (4) The reactants are [BH4-].[Na+].[CH3:3][C:4]([CH3:19])([CH2:8][CH2:9][CH2:10][CH2:11][CH2:12][C:13](=[O:18])[CH2:14][CH2:15][CH2:16][CH3:17])[C:5]([OH:7])=[O:6].C([O-])([O-])=O.[Na+].[Na+].Cl. The catalyst is C(O)C.O. The product is [OH:18][CH:13]([CH2:14][CH2:15][CH2:16][CH3:17])[CH2:12][CH2:11][CH2:10][CH2:9][CH2:8][C:4]([CH3:3])([CH3:19])[C:5]([OH:7])=[O:6]. The yield is 0.350.